From a dataset of Catalyst prediction with 721,799 reactions and 888 catalyst types from USPTO. Predict which catalyst facilitates the given reaction. (1) Reactant: Br[CH2:2][C:3]1[CH:8]=[C:7]([N+:9]([O-:11])=[O:10])[CH:6]=[CH:5][C:4]=1[F:12].Cl.[CH3:14][NH:15][CH3:16].C(=O)([O-])[O-].[Cs+].[Cs+]. Product: [F:12][C:4]1[CH:5]=[CH:6][C:7]([N+:9]([O-:11])=[O:10])=[CH:8][C:3]=1[CH2:2][N:15]([CH3:16])[CH3:14]. The catalyst class is: 12. (2) Reactant: COC1C=C(OC)C=CC=1C[N:6]1[C:10]([C:11]2[C:19]3[C:14](=[N:15][CH:16]=[CH:17][CH:18]=3)[N:13]([CH2:20][C:21]3[CH:26]=[CH:25][CH:24]=[CH:23][C:22]=3[F:27])[N:12]=2)=[N:9][N:8]([CH2:28][C:29]([F:32])([F:31])[F:30])[C:7]1=[O:33].S(=O)(=O)(O)O.C(=O)([O-])[O-].[Na+].[Na+]. Product: [F:27][C:22]1[CH:23]=[CH:24][CH:25]=[CH:26][C:21]=1[CH2:20][N:13]1[C:14]2=[N:15][CH:16]=[CH:17][CH:18]=[C:19]2[C:11]([C:10]2[NH:6][C:7](=[O:33])[N:8]([CH2:28][C:29]([F:32])([F:31])[F:30])[N:9]=2)=[N:12]1. The catalyst class is: 15. (3) Reactant: [C-:1]#[N:2].[K+].[C-]#N.[Na+].[C:7]([O:11][C:12]([NH:14][C@@H:15]1[CH2:19][CH2:18][C@H:17]([CH2:20]OS(C)(=O)=O)[CH2:16]1)=[O:13])([CH3:10])([CH3:9])[CH3:8]. The catalyst class is: 3. Product: [C:7]([O:11][C:12](=[O:13])[NH:14][C@H:15]1[CH2:19][CH2:18][C@@H:17]([CH2:20][C:1]#[N:2])[CH2:16]1)([CH3:10])([CH3:9])[CH3:8].